The task is: Predict the product of the given reaction.. This data is from Forward reaction prediction with 1.9M reactions from USPTO patents (1976-2016). Given the reactants [CH3:1][N:2]([C:7]1[CH:12]=[CH:11][CH:10]=[CH:9][C:8]=1[N+:13]([O-])=O)[S:3]([CH3:6])(=[O:5])=[O:4], predict the reaction product. The product is: [NH2:13][C:8]1[CH:9]=[CH:10][CH:11]=[CH:12][C:7]=1[N:2]([CH3:1])[S:3]([CH3:6])(=[O:5])=[O:4].